Dataset: KCNQ2 potassium channel screen with 302,405 compounds. Task: Binary Classification. Given a drug SMILES string, predict its activity (active/inactive) in a high-throughput screening assay against a specified biological target. (1) The molecule is Clc1cc(c(OCC)cc1)CSc1nc([nH]n1)C. The result is 0 (inactive). (2) The molecule is O(c1c(C(=O)Nc2ccc(Cc3ccncc3)cc2)c(OC)ccc1)C. The result is 0 (inactive).